The task is: Regression/Classification. Given a drug SMILES string, predict its absorption, distribution, metabolism, or excretion properties. Task type varies by dataset: regression for continuous measurements (e.g., permeability, clearance, half-life) or binary classification for categorical outcomes (e.g., BBB penetration, CYP inhibition). Dataset: cyp2c19_veith.. This data is from CYP2C19 inhibition data for predicting drug metabolism from PubChem BioAssay. (1) The molecule is CN(C)Cc1ccccc1-c1nc(NCc2ccccc2)c2ccccc2n1. The result is 0 (non-inhibitor). (2) The compound is O=C(NCc1ccccc1)c1ccc(Cl)cc1[N+](=O)[O-]. The result is 1 (inhibitor). (3) The molecule is O=C(N/N=C/c1cccnc1)c1ccc([N+](=O)[O-])cc1. The result is 0 (non-inhibitor).